This data is from Full USPTO retrosynthesis dataset with 1.9M reactions from patents (1976-2016). The task is: Predict the reactants needed to synthesize the given product. (1) Given the product [F:9][C:10]([F:28])([F:27])[C:11]1[CH:12]=[C:13]([CH:24]=[CH:25][CH:26]=1)[CH2:14][N:15]1[CH2:19][CH:18]2[C:20](=[N:2][OH:3])[CH2:21][CH2:22][CH:17]2[CH2:16]1, predict the reactants needed to synthesize it. The reactants are: Cl.[NH2:2][OH:3].C([O-])(=O)C.[Na+].[F:9][C:10]([F:28])([F:27])[C:11]1[CH:12]=[C:13]([CH:24]=[CH:25][CH:26]=1)[CH2:14][N:15]1[CH2:19][CH:18]2[C:20](=O)[CH2:21][CH2:22][CH:17]2[CH2:16]1. (2) Given the product [N:1]1([C:5]2[N:6]=[C:7]([NH:19][CH2:18][C:17]3[CH:20]=[CH:21][C:14]([O:12][CH3:13])=[CH:15][CH:16]=3)[CH:8]=[CH:9][CH:10]=2)[CH2:4][CH2:3][CH2:2]1, predict the reactants needed to synthesize it. The reactants are: [N:1]1([C:5]2[CH:10]=[CH:9][CH:8]=[C:7](Cl)[N:6]=2)[CH2:4][CH2:3][CH2:2]1.[O:12]([C:14]1[CH:21]=[CH:20][C:17]([CH2:18][NH2:19])=[CH:16][CH:15]=1)[CH3:13].C1C=CC(P(C2C(C3C(P(C4C=CC=CC=4)C4C=CC=CC=4)=CC=C4C=3C=CC=C4)=C3C(C=CC=C3)=CC=2)C2C=CC=CC=2)=CC=1.C(O[Na])(C)(C)C. (3) Given the product [CH3:18][N:19]1[C:14](=[O:16])[CH2:15][CH:10]([C:7]2[CH:8]=[CH:9][C:4]([N+:1]([O-:3])=[O:2])=[CH:5][CH:6]=2)[CH2:11][C:12]1=[O:13], predict the reactants needed to synthesize it. The reactants are: [N+:1]([C:4]1[CH:9]=[CH:8][C:7]([CH:10]2[CH2:15][C:14](=[O:16])[O:13][C:12](=O)[CH2:11]2)=[CH:6][CH:5]=1)([O-:3])=[O:2].[CH3:18][NH2:19]. (4) Given the product [ClH:1].[ClH:1].[F:23][C:19]1([F:22])[CH2:18][CH2:17][N:16]([CH2:15][CH2:14][NH2:13])[CH2:21][CH2:20]1, predict the reactants needed to synthesize it. The reactants are: [ClH:1].C(OCC)C.C(OC(=O)[NH:13][CH2:14][CH2:15][N:16]1[CH2:21][CH2:20][C:19]([F:23])([F:22])[CH2:18][CH2:17]1)(C)(C)C. (5) The reactants are: C([N:3](CC)CC)C.[CH3:8][N:9]([CH3:13])[C:10]([Cl:12])=[O:11].C(OC(=O)N[C@H:21]1[CH2:26][CH2:25][CH2:24][N:23]([C:27]2[N:35]([CH2:36][C:37]3[CH:42]=[CH:41][CH:40]=[CH:39][CH:38]=3)[C:34]3[C:33](=[O:43])[NH:32][CH:31]=[N:30][C:29]=3[C:28]=2[C:44]#[N:45])[CH2:22]1)(C)(C)C. Given the product [ClH:12].[NH2:3][C@H:21]1[CH2:26][CH2:25][CH2:24][N:23]([C:27]2[N:35]([CH2:36][C:37]3[CH:38]=[CH:39][CH:40]=[CH:41][CH:42]=3)[C:34]3[C:33](=[O:43])[N:32]([C:10]([N:9]([CH3:13])[CH3:8])=[O:11])[CH:31]=[N:30][C:29]=3[C:28]=2[C:44]#[N:45])[CH2:22]1, predict the reactants needed to synthesize it. (6) Given the product [OH:2][C:3]1[CH:4]=[C:5]([CH2:13][CH2:14][C:15]2[CH:16]=[CH:17][C:18]([NH:21][C:22]3[CH:30]=[CH:29][CH:28]=[CH:27][C:23]=3[C:24]([OH:26])=[O:25])=[CH:19][CH:20]=2)[CH:6]=[C:7]([OH:11])[C:8]=1[OH:9], predict the reactants needed to synthesize it. The reactants are: C[O:2][C:3]1[CH:4]=[C:5]([CH2:13][CH2:14][C:15]2[CH:20]=[CH:19][C:18]([NH:21][C:22]3[CH:30]=[CH:29][CH:28]=[CH:27][C:23]=3[C:24]([OH:26])=[O:25])=[CH:17][CH:16]=2)[CH:6]=[C:7]([O:11]C)[C:8]=1[O:9]C.B(Br)(Br)Br.